Dataset: TCR-epitope binding with 47,182 pairs between 192 epitopes and 23,139 TCRs. Task: Binary Classification. Given a T-cell receptor sequence (or CDR3 region) and an epitope sequence, predict whether binding occurs between them. (1) The epitope is HTDFSSEIIGY. The TCR CDR3 sequence is CAWKSRLAGNTGELFF. Result: 0 (the TCR does not bind to the epitope). (2) The epitope is HTTDPSFLGRY. The TCR CDR3 sequence is CASLTSGGAGEQFF. Result: 1 (the TCR binds to the epitope). (3) The epitope is LLWNGPMAV. The TCR CDR3 sequence is CSAPTSGGPNEQFF. Result: 1 (the TCR binds to the epitope). (4) The epitope is IIKDYGKQM. The TCR CDR3 sequence is CASRGSGVYEQYF. Result: 1 (the TCR binds to the epitope). (5) The epitope is WICLLQFAY. The TCR CDR3 sequence is CASSQERHQNTEAFF. Result: 1 (the TCR binds to the epitope). (6) The epitope is RAKFKQLL. The TCR CDR3 sequence is CASSLSGLDEQYF. Result: 1 (the TCR binds to the epitope). (7) The epitope is YLQPRTFLL. The TCR CDR3 sequence is CSARGESDQNTGELFF. Result: 1 (the TCR binds to the epitope).